From a dataset of Forward reaction prediction with 1.9M reactions from USPTO patents (1976-2016). Predict the product of the given reaction. (1) Given the reactants [CH3:1][S:2]([OH:5])(=[O:4])=[O:3].[CH2:6]([O:8][C:9]([C@@H:11]1[CH2:20][C@@H:19]2[C@@H:14]([CH2:15][CH2:16][C@H:17]([CH2:21][N:22]3[CH:26]=[C:25]([C:27]([O:29][CH2:30][CH3:31])=[O:28])[N:24]=[CH:23]3)[CH2:18]2)[CH2:13][NH:12]1)=[O:10])[CH3:7], predict the reaction product. The product is: [CH3:1][S:2]([OH:5])(=[O:4])=[O:3].[CH2:6]([O:8][C:9]([C@@H:11]1[CH2:20][C@@H:19]2[C@@H:14]([CH2:15][CH2:16][C@H:17]([CH2:21][N:22]3[CH:26]=[C:25]([C:27]([O:29][CH2:30][CH3:31])=[O:28])[N:24]=[CH:23]3)[CH2:18]2)[CH2:13][NH:12]1)=[O:10])[CH3:7].[CH2:6]([O:8][C:9]([C@@H:11]1[CH2:20][C@@H:19]2[C@@H:14]([CH2:15][CH2:16][C@H:17]([CH2:21][N:22]3[CH:26]=[C:25]([C:27]([O:29][CH2:30][CH3:31])=[O:28])[N:24]=[CH:23]3)[CH2:18]2)[CH2:13][NH:12]1)=[O:10])[CH3:7]. (2) Given the reactants [H-].[H-].[H-].[H-].[Li+].[Al+3].[CH3:7][O:8][C:9]1[CH:29]=[CH:28][C:12]([O:13][C:14]2[CH:23]=[CH:22][C:21]3[C:16](=[CH:17][CH:18]=[C:19]([C:24](OC)=[O:25])[CH:20]=3)[N:15]=2)=[CH:11][CH:10]=1.Cl, predict the reaction product. The product is: [CH3:7][O:8][C:9]1[CH:29]=[CH:28][C:12]([O:13][C:14]2[CH:23]=[CH:22][C:21]3[C:16](=[CH:17][CH:18]=[C:19]([CH2:24][OH:25])[CH:20]=3)[N:15]=2)=[CH:11][CH:10]=1. (3) Given the reactants C(OC([NH:8][C@@H:9]([C:12]1[CH:13]=[C:14]([C:19]2[CH:24]=[CH:23][CH:22]=[C:21]([CH2:25][O:26][C:27]3[CH:32]=[CH:31][CH:30]=[CH:29][C:28]=3[CH2:33][C:34]([O:36]C)=[O:35])[CH:20]=2)[CH:15]=[C:16]([Cl:18])[CH:17]=1)[CH2:10][OH:11])=O)(C)(C)C.Cl.[Li+].[OH-], predict the reaction product. The product is: [NH2:8][C@@H:9]([C:12]1[CH:13]=[C:14]([C:19]2[CH:24]=[CH:23][CH:22]=[C:21]([CH2:25][O:26][C:27]3[CH:32]=[CH:31][CH:30]=[CH:29][C:28]=3[CH2:33][C:34]([OH:36])=[O:35])[CH:20]=2)[CH:15]=[C:16]([Cl:18])[CH:17]=1)[CH2:10][OH:11]. (4) Given the reactants [Cl:1][C:2]1[CH:7]=[C:6]([C:8]2[C:13]([CH3:14])=[N:12][CH:11]=[CH:10][N:9]=2)[CH:5]=[CH:4][C:3]=1[C:15]1[C:37](=[O:38])[N:36]([CH2:39][CH3:40])[C:18]2[N:19]=[C:20]([NH:23][CH:24]3[CH2:28][CH2:27][N:26](C(OC(C)(C)C)=O)[CH2:25]3)[N:21]=[CH:22][C:17]=2[CH:16]=1.Cl.CO, predict the reaction product. The product is: [C:3]([C:22]1[C:17]2[CH:16]=[C:15]([C:3]3[CH:4]=[CH:5][C:6]([C:8]4[C:13]([CH3:14])=[N:12][CH:11]=[CH:10][N:9]=4)=[CH:7][C:2]=3[Cl:1])[C:37](=[O:38])[N:36]([CH2:39][CH3:40])[C:18]=2[N:19]=[C:20]([NH:23][CH:24]2[CH2:28][CH2:27][NH:26][CH2:25]2)[N:21]=1)([CH3:15])([CH3:4])[CH3:2]. (5) Given the reactants [CH2:1]([O:8][C:9]1[CH:19]=[CH:18][C:12]2[CH2:13][CH2:14][NH:15][CH2:16][CH2:17][C:11]=2[CH:10]=1)[C:2]1[CH:7]=[CH:6][CH:5]=[CH:4][CH:3]=1.[C:20]1(=O)[CH2:25][CH2:24][CH2:23][CH2:22][CH2:21]1, predict the reaction product. The product is: [CH2:1]([O:8][C:9]1[CH:19]=[CH:18][C:12]2[CH2:13][CH2:14][N:15]([CH:20]3[CH2:25][CH2:24][CH2:23][CH2:22][CH2:21]3)[CH2:16][CH2:17][C:11]=2[CH:10]=1)[C:2]1[CH:3]=[CH:4][CH:5]=[CH:6][CH:7]=1. (6) The product is: [F:17][C:2]([F:1])([F:16])[C:3]1[CH:8]=[CH:7][C:6]([CH2:9][NH:10][C:31]([NH:30][C:34]2[C:43]3[NH:42][C:41](=[O:44])[CH2:40][O:39][C:38]=3[CH:37]=[CH:36][CH:35]=2)=[O:32])=[C:5]([N:11]2[CH2:15][CH2:14][CH2:13][CH2:12]2)[CH:4]=1. Given the reactants [F:1][C:2]([F:17])([F:16])[C:3]1[CH:8]=[CH:7][C:6]([CH2:9][NH2:10])=[C:5]([N:11]2[CH2:15][CH2:14][CH2:13][CH2:12]2)[CH:4]=1.ClC(Cl)(OC(=O)OC(Cl)(Cl)Cl)Cl.[N-:30]=[C:31]=[O:32].N[C:34]1[C:43]2[NH:42][C:41](=[O:44])[CH2:40][O:39][C:38]=2[CH:37]=[CH:36][CH:35]=1, predict the reaction product. (7) Given the reactants C1(O)C=CC=CC=1.C1(S)C=CC=CC=1.C[O:16][C:17]1[CH:22]=[C:21]([C:23]2[CH:24]=[N:25][NH:26][CH:27]=2)[CH:20]=[CH:19][C:18]=1[C:28]1[N:29]=[N:30][C:31]([O:34][CH:35]2[CH2:40][C:39]([CH3:42])([CH3:41])[NH:38][C:37]([CH3:44])([CH3:43])[CH2:36]2)=[CH:32][CH:33]=1.C([O-])([O-])=O.[K+].[K+].[ClH:51].O1CCOCC1, predict the reaction product. The product is: [ClH:51].[NH:26]1[CH:27]=[C:23]([C:21]2[CH:20]=[CH:19][C:18]([C:28]3[N:29]=[N:30][C:31]([O:34][CH:35]4[CH2:40][C:39]([CH3:42])([CH3:41])[NH:38][C:37]([CH3:44])([CH3:43])[CH2:36]4)=[CH:32][CH:33]=3)=[C:17]([OH:16])[CH:22]=2)[CH:24]=[N:25]1. (8) Given the reactants [O:1]1[C:5]2[CH:6]=[CH:7][CH:8]=[CH:9][C:4]=2[N:3]=[C:2]1[C:10]1[CH:11]=[CH:12][C:13]([NH:17][CH:18]2[CH2:23][CH2:22][O:21][CH2:20][CH2:19]2)=[C:14]([CH:16]=1)[NH2:15].[Cl:24][C:25]1[CH:32]=[CH:31][C:28]([CH:29]=O)=[CH:27][CH:26]=1.OOS([O-])=O.[K+].C(=O)([O-])[O-].[K+].[K+], predict the reaction product. The product is: [O:1]1[C:5]2[CH:6]=[CH:7][CH:8]=[CH:9][C:4]=2[N:3]=[C:2]1[C:10]1[CH:11]=[CH:12][C:13]2[N:17]([CH:18]3[CH2:23][CH2:22][O:21][CH2:20][CH2:19]3)[C:29]([C:28]3[CH:31]=[CH:32][C:25]([Cl:24])=[CH:26][CH:27]=3)=[N:15][C:14]=2[CH:16]=1.